Task: Predict which catalyst facilitates the given reaction.. Dataset: Catalyst prediction with 721,799 reactions and 888 catalyst types from USPTO (1) Product: [Br:1][C:16]1[C:15]2[CH:38]=[CH:39][CH:40]=[CH:41][C:14]=2[S:13][C:17]=1[N:18]([CH2:34][CH2:35][CH2:36][CH3:37])[S:19]([C:22]1[CH:27]=[CH:26][C:25]([C:28]2[NH:32][C:31](=[S:33])[O:30][N:29]=2)=[CH:24][CH:23]=1)(=[O:21])=[O:20]. The catalyst class is: 9. Reactant: [Br:1]N1C(=O)CCC1=O.ClC(Cl)C.[S:13]1[C:17]([N:18]([CH2:34][CH2:35][CH2:36][CH3:37])[S:19]([C:22]2[CH:27]=[CH:26][C:25]([C:28]3[NH:32][C:31](=[S:33])[O:30][N:29]=3)=[CH:24][CH:23]=2)(=[O:21])=[O:20])=[CH:16][C:15]2[CH:38]=[CH:39][CH:40]=[CH:41][C:14]1=2. (2) Reactant: Cl.Cl.Cl.[NH:4]1[CH2:9][CH2:8][CH:7]([NH:10][C:11]2[CH:12]=[CH:13][C:14]3[N:15]([C:17]([C:20]4[CH:25]=[CH:24][N:23]=[CH:22][CH:21]=4)=[CH:18][N:19]=3)[N:16]=2)[CH2:6][CH2:5]1.C([O-])([O-])=O.[K+].[K+].Cl[C:33]([O:35][CH3:36])=[O:34].O. Product: [N:23]1[CH:24]=[CH:25][C:20]([C:17]2[N:15]3[N:16]=[C:11]([NH:10][CH:7]4[CH2:8][CH2:9][N:4]([C:33]([O:35][CH3:36])=[O:34])[CH2:5][CH2:6]4)[CH:12]=[CH:13][C:14]3=[N:19][CH:18]=2)=[CH:21][CH:22]=1. The catalyst class is: 21. (3) Reactant: Cl.Cl.[NH:3]1[CH2:7][CH2:6][C@@H:5]([NH:8][C:9]([C:11]2[CH:31]=[CH:30][C:14]3[N:15]([CH3:29])[C:16]([NH:18][C:19]4[S:20][C:21]5[CH:27]=[C:26]([Cl:28])[CH:25]=[CH:24][C:22]=5[N:23]=4)=[N:17][C:13]=3[CH:12]=2)=[O:10])[CH2:4]1.Br[CH2:33][CH2:34][OH:35].C([O-])([O-])=O.[Cs+].[Cs+]. Product: [OH:35][CH2:34][CH2:33][N:3]1[CH2:7][CH2:6][C@@H:5]([NH:8][C:9]([C:11]2[CH:31]=[CH:30][C:14]3[N:15]([CH3:29])[C:16]([NH:18][C:19]4[S:20][C:21]5[CH:27]=[C:26]([Cl:28])[CH:25]=[CH:24][C:22]=5[N:23]=4)=[N:17][C:13]=3[CH:12]=2)=[O:10])[CH2:4]1. The catalyst class is: 3. (4) Reactant: [CH3:1][Mg]Br.[Cl:4][C:5]1[C:6]2[N:7]([N:24]=[CH:25][CH:26]=2)[C:8]([C:17]2[CH:22]=[CH:21][CH:20]=[C:19]([F:23])[CH:18]=2)=[C:9]([C:11](N(OC)C)=[O:12])[CH:10]=1. Product: [Cl:4][C:5]1[C:6]2[N:7]([N:24]=[CH:25][CH:26]=2)[C:8]([C:17]2[CH:22]=[CH:21][CH:20]=[C:19]([F:23])[CH:18]=2)=[C:9]([C:11](=[O:12])[CH3:1])[CH:10]=1. The catalyst class is: 7. (5) Reactant: [CH3:1][C:2]1[N:3]=[CH:4][C:5]([C:8]([OH:10])=O)=[N:6][CH:7]=1.CN(C(ON1N=NC2C=CC=CC1=2)=[N+](C)C)C.F[P-](F)(F)(F)(F)F.C(N(C(C)C)CC)(C)C.[NH2:44][CH2:45][C:46]1[C:51]([CH2:52][CH3:53])=[N:50][C:49]2[N:54]([CH2:57][CH3:58])[N:55]=[CH:56][C:48]=2[C:47]=1[NH:59][CH:60]1[CH2:65][CH2:64][O:63][CH2:62][CH2:61]1. Product: [CH2:57]([N:54]1[C:49]2=[N:50][C:51]([CH2:52][CH3:53])=[C:46]([CH2:45][NH:44][C:8]([C:5]3[CH:4]=[N:3][C:2]([CH3:1])=[CH:7][N:6]=3)=[O:10])[C:47]([NH:59][CH:60]3[CH2:61][CH2:62][O:63][CH2:64][CH2:65]3)=[C:48]2[CH:56]=[N:55]1)[CH3:58]. The catalyst class is: 3. (6) Reactant: [O:1]=[C:2]1[NH:21][CH2:20][CH2:19][C:4]2([CH2:8][C@H:7]([C:9]([O:11]CC3C=CC=CC=3)=[O:10])[CH2:6][CH2:5]2)[O:3]1. The catalyst class is: 19. Product: [O:1]=[C:2]1[NH:21][CH2:20][CH2:19][C:4]2([CH2:8][C@H:7]([C:9]([OH:11])=[O:10])[CH2:6][CH2:5]2)[O:3]1.